Dataset: Forward reaction prediction with 1.9M reactions from USPTO patents (1976-2016). Task: Predict the product of the given reaction. (1) Given the reactants [Cl:1][C:2]1[CH:10]=[CH:9][C:5]([C:6]([OH:8])=O)=[CH:4][N:3]=1.C[N:12]([CH3:15])[CH:13]=O.C(Cl)(=O)C(Cl)=O.N[C:23]1[CH:24]=[N:25][CH:26]=C[CH:28]=1, predict the reaction product. The product is: [Cl:1][C:2]1[N:3]=[CH:4][C:5]([C:6]([N:25]([CH3:26])[C:24]2[CH:13]=[N:12][CH:15]=[CH:28][CH:23]=2)=[O:8])=[CH:9][CH:10]=1. (2) Given the reactants C([Li])CCC.[CH:6]1([C:9]2[CH:14]=[CH:13][C:12]([O:15][CH3:16])=[CH:11][CH:10]=2)[CH2:8][CH2:7]1.CON(C)[C:20](=[O:27])[C:21]1[CH:26]=[CH:25][CH:24]=[CH:23][CH:22]=1.Cl, predict the reaction product. The product is: [CH:6]1([C:9]2[CH:14]=[CH:13][C:12]([O:15][CH3:16])=[C:11]([C:20]([C:21]3[CH:26]=[CH:25][CH:24]=[CH:23][CH:22]=3)=[O:27])[CH:10]=2)[CH2:8][CH2:7]1. (3) Given the reactants [H-].[Na+].[CH3:3][C:4]1[N:19]2[C:7]([CH2:8][C:9]3[C:17]4[CH:16]=[CH:15][CH:14]=[CH:13][C:12]=4[NH:11][C:10]=3[CH2:18]2)=[C:6]([C:20]([O:22][CH3:23])=[O:21])[C:5]=1[C:24]([O:26][CH3:27])=[O:25].I[CH3:29].CO, predict the reaction product. The product is: [CH3:3][C:4]1[N:19]2[C:7]([CH2:8][C:9]3[C:17]4[CH:16]=[CH:15][CH:14]=[CH:13][C:12]=4[N:11]([CH3:29])[C:10]=3[CH2:18]2)=[C:6]([C:20]([O:22][CH3:23])=[O:21])[C:5]=1[C:24]([O:26][CH3:27])=[O:25]. (4) Given the reactants [N:1]1[CH:6]=[CH:5][CH:4]=[CH:3][C:2]=1[NH:7][C:8]1[CH:13]=[CH:12][CH:11]=[CH:10][C:9]=1[NH2:14].[CH:15]([C:18]1[CH:28]=[CH:27][C:21]([CH:22]=[CH:23][C:24](Cl)=O)=[CH:20][CH:19]=1)([CH3:17])[CH3:16].N1C=CC=CC=1N1C2C=CC=CC=2N=C1/C=C/C1C=CC=CC=1.[C:52]([OH:57])(=[O:56])[C:53]([OH:55])=[O:54], predict the reaction product. The product is: [C:52]([OH:57])(=[O:56])[C:53]([OH:55])=[O:54].[CH:15]([C:18]1[CH:19]=[CH:20][C:21](/[CH:22]=[CH:23]/[C:24]2[N:7]([C:2]3[CH:3]=[CH:4][CH:5]=[CH:6][N:1]=3)[C:8]3[CH:13]=[CH:12][CH:11]=[CH:10][C:9]=3[N:14]=2)=[CH:27][CH:28]=1)([CH3:17])[CH3:16]. (5) Given the reactants [CH2:1]([O:8][C:9]([NH:11][C@H:12]([C:19]1C=CC=C(NC(OCCC2C=CC(Br)=CC=2C)=O)C=1)CC(OCC)=O)=[O:10])[C:2]1[CH:7]=[CH:6][CH:5]=[CH:4][CH:3]=1.[NH2:39][C:40]1[CH:41]=[C:42]([C@H](NC(=O)OCC2C=CC=CC=2)C)[CH:43]=[CH:44][CH:45]=1.[Br:59][C:60]1[CH:65]=[CH:64][C:63]([CH2:66][CH2:67]O)=[C:62]([CH3:69])[CH:61]=1, predict the reaction product. The product is: [Br:59][C:60]1[CH:65]=[CH:64][C:63]([CH2:66][CH2:67][NH:11][C:9](=[O:8])[O:10][C:42]2[CH:43]=[CH:44][CH:45]=[C:40]([NH:39][C@H:12]([NH:11][C:9]([O:8][CH2:1][C:2]3[CH:3]=[CH:4][CH:5]=[CH:6][CH:7]=3)=[O:10])[CH3:19])[CH:41]=2)=[C:62]([CH3:69])[CH:61]=1. (6) Given the reactants [OH-].[K+].[N:3]1[CH:8]=[CH:7][CH:6]=[CH:5][C:4]=1[CH2:9][C:10](=O)[CH2:11][C:12](=O)[CH3:13].C(O)(=O)C.C(O)(=O)C.IC1C=CC=CC=1.CC1C=C(CC2C=CC=CN=2)[N:35]=[C:34]2[NH:45][C:46](=[O:48])[NH:47][C:33]=12, predict the reaction product. The product is: [CH3:13][C:12]1[N:35]=[C:34]2[NH:45][C:46](=[O:48])[NH:47][C:33]2=[C:10]([CH2:9][C:4]2[CH:5]=[CH:6][CH:7]=[CH:8][N:3]=2)[CH:11]=1.